Dataset: Forward reaction prediction with 1.9M reactions from USPTO patents (1976-2016). Task: Predict the product of the given reaction. (1) Given the reactants [NH2:1][C@H:2]([C:5]1[N:14]([CH:15]2[CH2:17][CH2:16]2)[C:13](=[O:18])[C:12]2[C:7](=[CH:8][CH:9]=[CH:10][C:11]=2[Cl:19])[N:6]=1)[CH2:3][CH3:4].Cl[C:21]1[N:26]=[CH:25][N:24]=[C:23]([NH2:27])[C:22]=1[C:28]1[CH:33]=[CH:32][CH:31]=[CH:30][N:29]=1.C(N(C(C)C)CC)(C)C, predict the reaction product. The product is: [NH2:27][C:23]1[N:24]=[CH:25][N:26]=[C:21]([NH:1][C@H:2]([C:5]2[N:14]([CH:15]3[CH2:16][CH2:17]3)[C:13](=[O:18])[C:12]3[C:7](=[CH:8][CH:9]=[CH:10][C:11]=3[Cl:19])[N:6]=2)[CH2:3][CH3:4])[C:22]=1[C:28]1[CH:33]=[CH:32][CH:31]=[CH:30][N:29]=1. (2) Given the reactants C1(P(C2C=CC=CC=2)C2C=CC=CC=2)C=CC=CC=1.N(C(OC(C)C)=O)=NC(OC(C)C)=O.O[CH2:35][CH:36]1[CH2:41][CH2:40][CH:39]([CH3:42])[CH2:38][CH:37]1[C:43]([O:45][CH2:46][CH3:47])=[O:44].[F:48][C:49]1[CH:54]=[CH:53][C:52]([SH:55])=[CH:51][CH:50]=1.N(C(OC(C)C)=O)=NC(OC(C)C)=O.C1(P(C2C=CC=CC=2)C2C=CC=CC=2)C=CC=CC=1, predict the reaction product. The product is: [F:48][C:49]1[CH:54]=[CH:53][C:52]([S:55][CH2:35][CH:36]2[CH2:41][CH2:40][CH:39]([CH3:42])[CH2:38][CH:37]2[C:43]([O:45][CH2:46][CH3:47])=[O:44])=[CH:51][CH:50]=1. (3) Given the reactants [CH3:1][O:2][C:3]1[CH:4]=[C:5]([CH:11]([CH3:15])[C:12](O)=[O:13])[CH:6]=[CH:7][C:8]=1[O:9][CH3:10].CN(C=O)C.C(Cl)(=O)C([Cl:24])=O, predict the reaction product. The product is: [CH3:1][O:2][C:3]1[CH:4]=[C:5]([CH:11]([CH3:15])[C:12]([Cl:24])=[O:13])[CH:6]=[CH:7][C:8]=1[O:9][CH3:10].